This data is from Forward reaction prediction with 1.9M reactions from USPTO patents (1976-2016). The task is: Predict the product of the given reaction. The product is: [NH2:16][C:17]1[C:22]2[CH:23]=[C:24]([CH2:26][CH:27]([NH:37][S:12]([N:4]3[CH2:5][C:6]4[CH:11]=[CH:10][CH:9]=[CH:8][C:7]=4[O:1][CH2:2][CH2:3]3)(=[O:14])=[O:13])[C:28]([N:30]3[CH2:31][CH2:32][CH:33]([CH3:36])[CH2:34][CH2:35]3)=[O:29])[S:25][C:21]=2[CH:20]=[CH:19][N:18]=1. Given the reactants [O:1]1[C:7]2[CH:8]=[CH:9][CH:10]=[CH:11][C:6]=2[CH2:5][N:4]([S:12](Cl)(=[O:14])=[O:13])[CH2:3][CH2:2]1.[NH2:16][C:17]1[C:22]2[CH:23]=[C:24]([CH2:26][CH:27]([NH:37]S(C3C=CC(OC4CCOCC4)=CC=3)(=O)=O)[C:28]([N:30]3[CH2:35][CH2:34][CH:33]([CH3:36])[CH2:32][CH2:31]3)=[O:29])[S:25][C:21]=2[CH:20]=[CH:19][N:18]=1, predict the reaction product.